Dataset: Catalyst prediction with 721,799 reactions and 888 catalyst types from USPTO. Task: Predict which catalyst facilitates the given reaction. (1) Reactant: [N+:1]([C:4]1[CH:5]=[C:6]([CH:10]=[CH:11][CH:12]=1)[C:7]([OH:9])=[O:8])([O-:3])=[O:2].C(OC(O[C:16]([CH3:19])([CH3:18])[CH3:17])=O)(O[C:16]([CH3:19])([CH3:18])[CH3:17])=O.C([O-])([O-])=O.[Na+].[Na+]. The catalyst class is: 251. Product: [N+:1]([C:4]1[CH:5]=[C:6]([CH:10]=[CH:11][CH:12]=1)[C:7]([O:9][C:16]([CH3:19])([CH3:18])[CH3:17])=[O:8])([O-:3])=[O:2]. (2) Reactant: [OH:1][C:2]1[CH:11]=[C:10]2[C:5]([C:6]([NH:12][C:13]3[CH:14]=[C:15]4[C:19](=[CH:20][CH:21]=3)[NH:18][C:17]([CH3:22])=[CH:16]4)=[N:7][CH:8]=[N:9]2)=[CH:4][C:3]=1[O:23][CH3:24].O[CH2:26][CH2:27][CH2:28][N:29]1[CH2:34][CH2:33][O:32][CH2:31][CH2:30]1.C1(P(C2C=CC=CC=2)C2C=CC=CC=2)C=CC=CC=1.N(C(OCC)=O)=NC(OCC)=O. Product: [CH3:24][O:23][C:3]1[CH:4]=[C:5]2[C:10](=[CH:11][C:2]=1[O:1][CH2:26][CH2:27][CH2:28][N:29]1[CH2:34][CH2:33][O:32][CH2:31][CH2:30]1)[N:9]=[CH:8][N:7]=[C:6]2[NH:12][C:13]1[CH:14]=[C:15]2[C:19](=[CH:20][CH:21]=1)[NH:18][C:17]([CH3:22])=[CH:16]2. The catalyst class is: 59. (3) Reactant: [CH:1]([C:4]1[C:8]([CH2:9][CH2:10][CH2:11][O:12][C:13]2[C:18]([O:19][CH3:20])=[CH:17][CH:16]=[CH:15][C:14]=2[CH2:21][C:22]([O:24]C)=[O:23])=[CH:7][N:6]([C:26]2[C:31]([C:32]([F:35])([F:34])[F:33])=[CH:30][CH:29]=[CH:28][N:27]=2)[N:5]=1)([CH3:3])[CH3:2].[OH-].[Na+].O1CCCC1.Cl. The catalyst class is: 5. Product: [CH:1]([C:4]1[C:8]([CH2:9][CH2:10][CH2:11][O:12][C:13]2[C:18]([O:19][CH3:20])=[CH:17][CH:16]=[CH:15][C:14]=2[CH2:21][C:22]([OH:24])=[O:23])=[CH:7][N:6]([C:26]2[C:31]([C:32]([F:33])([F:35])[F:34])=[CH:30][CH:29]=[CH:28][N:27]=2)[N:5]=1)([CH3:3])[CH3:2]. (4) Reactant: [O:1]1[CH2:5][CH2:4][CH2:3][CH:2]1[CH2:6][CH2:7][OH:8].C(N(CC)CC)C.[CH3:16][S:17](Cl)(=[O:19])=[O:18]. Product: [CH3:16][S:17]([O:8][CH2:7][CH2:6][CH:2]1[CH2:3][CH2:4][CH2:5][O:1]1)(=[O:19])=[O:18]. The catalyst class is: 4. (5) Reactant: [OH:1][C@H:2]1[CH2:6][NH:5][C@H:4]([C:7]([OH:9])=[O:8])[CH2:3]1.FC(F)(F)C(O)=O.FC(F)(F)S(O)(=O)=O.[C:25]([Cl:29])(=[O:28])[CH:26]=[CH2:27]. Product: [ClH:29].[C:25]([O:8][C:7](=[O:9])[C@@H:4]1[CH2:3][C@@H:2]([OH:1])[CH2:6][NH:5]1)(=[O:28])[CH:26]=[CH2:27]. The catalyst class is: 27. (6) Reactant: [NH2:1][C@H:2]([C:12]1[N:17]=[CH:16][C:15]([C:18]#[C:19][C:20]([CH3:23])([OH:22])[CH3:21])=[CH:14][C:13]=1[Br:24])[CH2:3][C:4]1[CH:9]=[C:8]([F:10])[CH:7]=[C:6]([F:11])[CH:5]=1.[F:25][CH:26]([F:44])[C:27]1[C:35]2[C:34]([F:37])([F:36])[CH2:33][CH2:32][C:31]([F:39])([F:38])[C:30]=2[N:29]([CH2:40][C:41](O)=[O:42])[N:28]=1.CCN(C(C)C)C(C)C.CN(C(ON1N=NC2C=CC=NC1=2)=[N+](C)C)C.F[P-](F)(F)(F)(F)F. Product: [Br:24][C:13]1[C:12]([C@@H:2]([NH:1][C:41](=[O:42])[CH2:40][N:29]2[C:30]3[C:31]([F:38])([F:39])[CH2:32][CH2:33][C:34]([F:36])([F:37])[C:35]=3[C:27]([CH:26]([F:44])[F:25])=[N:28]2)[CH2:3][C:4]2[CH:9]=[C:8]([F:10])[CH:7]=[C:6]([F:11])[CH:5]=2)=[N:17][CH:16]=[C:15]([C:18]#[C:19][C:20]([OH:22])([CH3:21])[CH3:23])[CH:14]=1. The catalyst class is: 3.